From a dataset of Forward reaction prediction with 1.9M reactions from USPTO patents (1976-2016). Predict the product of the given reaction. (1) Given the reactants Cl.[NH2:2][CH2:3][CH2:4][CH2:5][N:6]([CH:16]([C:19]1[N:20]([CH2:30][C:31]2[CH:36]=[CH:35][CH:34]=[CH:33][CH:32]=2)[C:21](=[O:29])[C:22]2[C:27]([CH3:28])=[N:26][S:25][C:23]=2[N:24]=1)[CH2:17][CH3:18])[C:7](=[O:15])[C:8]1[CH:13]=[CH:12][C:11]([CH3:14])=[CH:10][CH:9]=1.C(O[BH-](OC(=O)C)OC(=O)C)(=O)C.[Na+].[CH3:51][C:52]([CH3:54])=O, predict the reaction product. The product is: [CH2:30]([N:20]1[C:21](=[O:29])[C:22]2[C:27]([CH3:28])=[N:26][S:25][C:23]=2[N:24]=[C:19]1[CH:16]([N:6]([CH2:5][CH2:4][CH2:3][NH:2][CH:52]([CH3:54])[CH3:51])[C:7](=[O:15])[C:8]1[CH:13]=[CH:12][C:11]([CH3:14])=[CH:10][CH:9]=1)[CH2:17][CH3:18])[C:31]1[CH:32]=[CH:33][CH:34]=[CH:35][CH:36]=1. (2) Given the reactants [Li]CCCC.[C:6]1([C:12]2[CH:16]=[CH:15][O:14][CH:13]=2)[CH:11]=[CH:10][CH:9]=[CH:8][CH:7]=1.[CH3:17][C:18]1([CH3:29])[C:22]([CH3:24])([CH3:23])[O:21][B:20](OC(C)C)[O:19]1, predict the reaction product. The product is: [CH3:17][C:18]1([CH3:29])[C:22]([CH3:24])([CH3:23])[O:21][B:20]([C:15]2[O:14][CH:13]=[C:12]([C:6]3[CH:7]=[CH:8][CH:9]=[CH:10][CH:11]=3)[CH:16]=2)[O:19]1. (3) Given the reactants [CH:1]1([N:6]2[C:11]3=[N:12][C:13]([NH:16][CH2:17][C@H:18]4[CH:22]([CH2:23][OH:24])[O:21][C@@H](C5C=CC=CC=5)[O:19]4)=[N:14][CH:15]=[C:10]3[CH2:9][N:8]([C:31]3[C:36]([F:37])=[C:35]([O:38][CH3:39])[CH:34]=[C:33]([O:40][CH3:41])[C:32]=3[F:42])[C:7]2=[O:43])[CH2:5][CH2:4][CH2:3][CH2:2]1.[OH-].[Na+], predict the reaction product. The product is: [CH:1]1([N:6]2[C:11]3=[N:12][C:13]([NH:16][CH2:17][C@H:18]([OH:19])[C@@H:22]([OH:21])[CH2:23][OH:24])=[N:14][CH:15]=[C:10]3[CH2:9][N:8]([C:31]3[C:36]([F:37])=[C:35]([O:38][CH3:39])[CH:34]=[C:33]([O:40][CH3:41])[C:32]=3[F:42])[C:7]2=[O:43])[CH2:2][CH2:3][CH2:4][CH2:5]1. (4) Given the reactants [C:1]([C:5]1[CH:15]=[CH:14][C:8]([O:9][CH2:10][C@@H:11]2[CH2:13][O:12]2)=[CH:7][CH:6]=1)([CH3:4])([CH3:3])[CH3:2].[C:16](=O)([O:18]CC)[NH2:17].C(N(CC)CC)C, predict the reaction product. The product is: [C:1]([C:5]1[CH:6]=[CH:7][C:8]([O:9][CH2:10][C@H:11]2[O:12][C:16](=[O:18])[NH:17][CH2:13]2)=[CH:14][CH:15]=1)([CH3:2])([CH3:3])[CH3:4]. (5) The product is: [C:15]1([CH2:14][O:1][C:2]2[CH:3]=[CH:4][C:5]([CH2:8][CH2:9][C:10]([O:12][CH3:13])=[O:11])=[CH:6][CH:7]=2)[CH:20]=[CH:19][CH:18]=[CH:17][CH:16]=1. Given the reactants [OH:1][C:2]1[CH:7]=[CH:6][C:5]([CH2:8][CH2:9][C:10]([O:12][CH3:13])=[O:11])=[CH:4][CH:3]=1.[CH2:14](O)[C:15]1[CH:20]=[CH:19][CH:18]=[CH:17][CH:16]=1.C1(P(C2C=CC=CC=2)C2C=CC=CC=2)C=CC=CC=1.N(C(OCC)=O)=NC(OCC)=O, predict the reaction product.